From a dataset of Reaction yield outcomes from USPTO patents with 853,638 reactions. Predict the reaction yield, written as a fraction of the theoretical maximum amount of product (1.0 means a 100% yield; for example, 0.34 means a 34% yield). (1) The reactants are [Br:1][C:2]1[C:3]([F:20])=[C:4]([NH:8][N:9]=[C:10]([C:15](=[O:19])[CH2:16][O:17][CH3:18])[C:11]([O:13][CH3:14])=[O:12])[CH:5]=[CH:6][CH:7]=1.[CH3:21]OC(OC)N(C)C. No catalyst specified. The product is [Br:1][C:2]1[C:3]([F:20])=[C:4]([N:8]2[CH:21]=[C:16]([O:17][CH3:18])[C:15](=[O:19])[C:10]([C:11]([O:13][CH3:14])=[O:12])=[N:9]2)[CH:5]=[CH:6][CH:7]=1. The yield is 0.750. (2) The reactants are CCN(C(C)C)C(C)C.OC(C(F)(F)F)=O.[NH2:17][CH2:18][C:19]([N:21]1[CH2:26][CH2:25][N:24]([C:27](=[O:38])[C:28]2[CH:33]=[CH:32][CH:31]=[CH:30][C:29]=2[C:34]([F:37])([F:36])[F:35])[CH2:23][CH2:22]1)=[O:20].C1C=CC2N(O)N=NC=2C=1.CCN=C=NCCCN(C)C.Cl.[C:61]([C:69]1[CH:77]=[CH:76][C:72]([C:73](O)=[O:74])=[CH:71][CH:70]=1)(=[O:68])[C:62]1[CH:67]=[CH:66][CH:65]=[CH:64][CH:63]=1. The catalyst is CN(C=O)C.O. The product is [C:61]([C:69]1[CH:70]=[CH:71][C:72]([C:73]([NH:17][CH2:18][C:19](=[O:20])[N:21]2[CH2:22][CH2:23][N:24]([C:27](=[O:38])[C:28]3[CH:33]=[CH:32][CH:31]=[CH:30][C:29]=3[C:34]([F:37])([F:35])[F:36])[CH2:25][CH2:26]2)=[O:74])=[CH:76][CH:77]=1)(=[O:68])[C:62]1[CH:63]=[CH:64][CH:65]=[CH:66][CH:67]=1. The yield is 0.519. (3) The reactants are [Si](Cl)(C)(C)C.BrCCBr.[C:10]([N:17]1[CH2:20][CH:19](I)[CH2:18]1)([O:12][C:13]([CH3:16])([CH3:15])[CH3:14])=[O:11].Br[C:23]1[CH:24]=[C:25]([N:34]([CH2:41][CH3:42])[CH:35]2[CH2:40][CH2:39][O:38][CH2:37][CH2:36]2)[C:26]([CH3:33])=[C:27]([CH:32]=1)[C:28]([O:30][CH3:31])=[O:29].C(Cl)Cl.[NH4+].[Cl-]. The catalyst is CC(N(C)C)=O.[Zn].[Cu]I. The product is [CH2:41]([N:34]([CH:35]1[CH2:36][CH2:37][O:38][CH2:39][CH2:40]1)[C:25]1[CH:24]=[C:23]([CH:19]2[CH2:20][N:17]([C:10]([O:12][C:13]([CH3:16])([CH3:15])[CH3:14])=[O:11])[CH2:18]2)[CH:32]=[C:27]([C:28]([O:30][CH3:31])=[O:29])[C:26]=1[CH3:33])[CH3:42]. The yield is 0.620. (4) The reactants are [OH:1][NH:2][C:3]([C:5]1[CH:31]=[CH:30][C:8]([CH2:9][N:10]([CH2:22][C:23]([O:25][C:26]([CH3:29])([CH3:28])[CH3:27])=[O:24])[C:11](=[O:21])[C:12]2[CH:17]=[CH:16][C:15]([N+:18]([O-:20])=[O:19])=[CH:14][CH:13]=2)=[CH:7][CH:6]=1)=[NH:4].Cl[C:33](Cl)(Cl)C(OC(=O)C(Cl)(Cl)Cl)=O.[NH3:45]. The catalyst is O1CCOCC1.CO. The product is [NH2:45][C:33]1[O:1][N:2]=[C:3]([C:5]2[CH:6]=[CH:7][C:8]([CH2:9][N:10]([CH2:22][C:23]([O:25][C:26]([CH3:27])([CH3:28])[CH3:29])=[O:24])[C:11](=[O:21])[C:12]3[CH:13]=[CH:14][C:15]([N+:18]([O-:20])=[O:19])=[CH:16][CH:17]=3)=[CH:30][CH:31]=2)[N:4]=1. The yield is 0.390. (5) The reactants are C([Li])CCC.[S:6]([C:16]1[S:17][CH:18]=[CH:19][CH:20]=1)([C:9]1[CH:15]=[CH:14][C:12]([CH3:13])=[CH:11][CH:10]=1)(=[O:8])=[O:7].[Cl:21][C:22]1[N:27]=[CH:26][CH:25]=[CH:24][N:23]=1.ClC1C(=O)C(C#N)=C(C#N)C(=O)C=1Cl.[OH-].[Na+]. The catalyst is O1CCCC1. The product is [Cl:21][C:22]1[N:27]=[C:26]([C:18]2[S:17][C:16]([S:6]([C:9]3[CH:10]=[CH:11][C:12]([CH3:13])=[CH:14][CH:15]=3)(=[O:7])=[O:8])=[CH:20][CH:19]=2)[CH:25]=[CH:24][N:23]=1. The yield is 0.490. (6) The reactants are [Br:1][C:2]1[CH:3]=[CH:4][C:5]([O:32][CH:33]2[CH2:38][CH2:37][NH:36][CH2:35][CH2:34]2)=[C:6]([CH:8]2[CH2:13][C:12](=[O:14])[NH:11][CH:10]([C:15]3[CH:20]=[CH:19][CH:18]=[C:17]([F:21])[CH:16]=3)[C:9]32[C:29]2[C:24](=[CH:25][C:26]([Cl:30])=[CH:27][CH:28]=2)[NH:23][C:22]3=[O:31])[CH:7]=1.C=O.[BH3-][C:42]#N.[Na+]. The catalyst is CO. The product is [Br:1][C:2]1[CH:3]=[CH:4][C:5]([O:32][CH:33]2[CH2:38][CH2:37][N:36]([CH3:42])[CH2:35][CH2:34]2)=[C:6]([CH:8]2[CH2:13][C:12](=[O:14])[NH:11][CH:10]([C:15]3[CH:20]=[CH:19][CH:18]=[C:17]([F:21])[CH:16]=3)[C:9]32[C:29]2[C:24](=[CH:25][C:26]([Cl:30])=[CH:27][CH:28]=2)[NH:23][C:22]3=[O:31])[CH:7]=1. The yield is 0.650. (7) The reactants are Cl[C:2]([O:4][CH3:5])=[O:3].[Cl:6][C:7]1[CH:12]=[C:11]([F:13])[CH:10]=[CH:9][C:8]=1[OH:14].[OH-].[Na+]. The catalyst is O. The product is [C:2](=[O:3])([O:4][CH3:5])[O:14][C:8]1[CH:9]=[CH:10][C:11]([F:13])=[CH:12][C:7]=1[Cl:6]. The yield is 0.790. (8) The reactants are Br[C:2]1[C:29]([Cl:30])=[CH:28][C:5]([O:6][C:7]2[CH:12]=[CH:11][N:10]=[CH:9][C:8]=2[C:13]([N:15]2[C:24]3[C:19](=[CH:20][CH:21]=[CH:22][CH:23]=3)[N:18]([CH:25]3[CH2:27][CH2:26]3)[CH2:17][CH2:16]2)=[O:14])=[C:4]([Cl:31])[CH:3]=1.C([O:35]B(OC(C)C)OC(C)C)(C)C.C([Li])CCC.C(=O)=O.C(O)(=O)C.OO. The catalyst is O1CCCC1. The product is [CH:25]1([N:18]2[C:19]3[C:24](=[CH:23][CH:22]=[CH:21][CH:20]=3)[N:15]([C:13]([C:8]3[CH:9]=[N:10][CH:11]=[CH:12][C:7]=3[O:6][C:5]3[CH:28]=[C:29]([Cl:30])[C:2]([OH:35])=[CH:3][C:4]=3[Cl:31])=[O:14])[CH2:16][CH2:17]2)[CH2:27][CH2:26]1. The yield is 0.650. (9) The reactants are [Br:1][C:2]1[CH:7]=[CH:6][C:5]([C:8]2[CH:13]=[CH:12][C:11]([N:14]([CH3:16])[CH3:15])=[CH:10][C:9]=2[CH2:17][OH:18])=[CH:4][CH:3]=1. The catalyst is O. The product is [Br:1][C:2]1[CH:7]=[CH:6][C:5]([C:8]2[C:9]([CH:17]=[O:18])=[CH:10][C:11]([N:14]([CH3:15])[CH3:16])=[CH:12][CH:13]=2)=[CH:4][CH:3]=1. The yield is 0.700.